From a dataset of Tyrosyl-DNA phosphodiesterase HTS with 341,365 compounds. Binary Classification. Given a drug SMILES string, predict its activity (active/inactive) in a high-throughput screening assay against a specified biological target. (1) The compound is O(c1c(N2CCN(CC2)CCC(=O)Nc2cc3OCOc3cc2)cccc1)C. The result is 0 (inactive). (2) The molecule is s1c(c2nn3c(NCCN(C)C)cc(nc3c2)C)ccc1. The result is 0 (inactive). (3) The drug is S1(=O)(=O)N=c2n(CC1)cccc2C(=O)Nc1ccc(Oc2ccc(cc2)C)cc1. The result is 0 (inactive). (4) The compound is S(=O)(=O)(n1c2c(nc1)cc([N+]([O-])=O)cc2)c1c(c(c(cc1)C)C)C. The result is 0 (inactive). (5) The result is 0 (inactive). The compound is S(=O)(=O)(NCC(=O)N1CCN(CC1)Cc1ccccc1)c1cc2OCCCOc2cc1.